From a dataset of Tyrosyl-DNA phosphodiesterase HTS with 341,365 compounds. Binary Classification. Given a drug SMILES string, predict its activity (active/inactive) in a high-throughput screening assay against a specified biological target. (1) The drug is o1c2c(c3n(c4c(c3c1=O)cccc4)C)cccc2. The result is 0 (inactive). (2) The result is 0 (inactive). The drug is O(c1c(NCC(=O)Nc2ccc(C(C)(C)C)cc2)cc(cc1)C)C. (3) The drug is Clc1c2C(NC(=O)Nc3ccccc3)CC(Nc2cc(Cl)c1)C(O)=O. The result is 0 (inactive).